Dataset: NCI-60 drug combinations with 297,098 pairs across 59 cell lines. Task: Regression. Given two drug SMILES strings and cell line genomic features, predict the synergy score measuring deviation from expected non-interaction effect. (1) Drug 1: C1CCC(C1)C(CC#N)N2C=C(C=N2)C3=C4C=CNC4=NC=N3. Drug 2: CC(C1=C(C=CC(=C1Cl)F)Cl)OC2=C(N=CC(=C2)C3=CN(N=C3)C4CCNCC4)N. Cell line: NCI-H322M. Synergy scores: CSS=0.189, Synergy_ZIP=0.418, Synergy_Bliss=1.35, Synergy_Loewe=-1.07, Synergy_HSA=-0.962. (2) Cell line: M14. Drug 1: CNC(=O)C1=CC=CC=C1SC2=CC3=C(C=C2)C(=NN3)C=CC4=CC=CC=N4. Drug 2: CC1=CC2C(CCC3(C2CCC3(C(=O)C)OC(=O)C)C)C4(C1=CC(=O)CC4)C. Synergy scores: CSS=-10.4, Synergy_ZIP=3.59, Synergy_Bliss=-4.16, Synergy_Loewe=-7.78, Synergy_HSA=-9.14.